This data is from Full USPTO retrosynthesis dataset with 1.9M reactions from patents (1976-2016). The task is: Predict the reactants needed to synthesize the given product. Given the product [CH2:3]([N:10]1[C:29]([CH3:30])=[CH:28][C:22]([C:23]([OH:25])=[O:24])=[N:11]1)[C:4]1[CH:9]=[CH:8][CH:7]=[CH:6][CH:5]=1, predict the reactants needed to synthesize it. The reactants are: Cl.Cl.[CH2:3]([NH:10][NH2:11])[C:4]1[CH:9]=[CH:8][CH:7]=[CH:6][CH:5]=1.CCN(C(C)C)C(C)C.O=[C:22]([CH2:28][C:29](=O)[CH3:30])[C:23]([O:25]CC)=[O:24].